Dataset: Forward reaction prediction with 1.9M reactions from USPTO patents (1976-2016). Task: Predict the product of the given reaction. (1) Given the reactants [NH2:1][C:2](=[S:25])[CH2:3][CH2:4][C@@H:5]([NH:17][C:18](=[O:24])[O:19][C:20]([CH3:23])([CH3:22])[CH3:21])[CH2:6][C:7]1[CH:8]=[N:9][C:10]([C:13]([F:16])([F:15])[F:14])=[CH:11][CH:12]=1.[Cl:26][CH2:27][C:28]([CH2:30]Cl)=O, predict the reaction product. The product is: [Cl:26][CH2:27][C:28]1[N:1]=[C:2]([CH2:3][CH2:4][C@@H:5]([NH:17][C:18](=[O:24])[O:19][C:20]([CH3:21])([CH3:22])[CH3:23])[CH2:6][C:7]2[CH:8]=[N:9][C:10]([C:13]([F:16])([F:15])[F:14])=[CH:11][CH:12]=2)[S:25][CH:30]=1. (2) Given the reactants [Cl:1][C:2]1[CH:3]=[C:4]([NH:19][C:20]2[C:21]3[N:28]([CH2:29][CH2:30][NH:31][C:32](=[O:38])[CH2:33][S:34]([CH3:37])(=[O:36])=[O:35])[CH:27]=[CH:26][C:22]=3[N:23]=[CH:24][N:25]=2)[CH:5]=[CH:6][C:7]=1[O:8][C:9]1[CH:14]=[CH:13][CH:12]=[C:11]([C:15]([F:18])([F:17])[F:16])[CH:10]=1.O.[CH3:40][C:41]1[CH:46]=[CH:45][C:44]([S:47]([OH:50])(=[O:49])=[O:48])=[CH:43][CH:42]=1, predict the reaction product. The product is: [CH3:40][C:41]1[CH:42]=[CH:43][C:44]([S:47]([OH:50])(=[O:49])=[O:48])=[CH:45][CH:46]=1.[Cl:1][C:2]1[CH:3]=[C:4]([NH:19][C:20]2[C:21]3[N:28]([CH2:29][CH2:30][NH:31][C:32](=[O:38])[CH2:33][S:34]([CH3:37])(=[O:36])=[O:35])[CH:27]=[CH:26][C:22]=3[N:23]=[CH:24][N:25]=2)[CH:5]=[CH:6][C:7]=1[O:8][C:9]1[CH:14]=[CH:13][CH:12]=[C:11]([C:15]([F:17])([F:18])[F:16])[CH:10]=1. (3) Given the reactants C([O:3][C:4](=[O:33])[CH2:5][S:6][C:7]1[S:11][C:10]([NH:12][C:13]([N:15]([CH2:27][CH:28]2[CH2:32][CH2:31][CH2:30][CH2:29]2)[C:16]2[CH:21]=[CH:20][C:19]([F:22])=[C:18]([C:23]([F:26])([F:25])[F:24])[CH:17]=2)=[O:14])=[N:9][CH:8]=1)C.C1(CN(C2C=CC(S(C)(=O)=O)=CC=2)C(=O)NC2SC=C(CC(O)=O)N=2)CCCC1.C1(CNC2C=CC(F)=C(C(F)(F)F)C=2)CCCC1.C(OC(=O)CSC1SC(N)=NC=1)C, predict the reaction product. The product is: [CH:28]1([CH2:27][N:15]([C:16]2[CH:21]=[CH:20][C:19]([F:22])=[C:18]([C:23]([F:26])([F:24])[F:25])[CH:17]=2)[C:13](=[O:14])[NH:12][C:10]2[S:11][C:7]([S:6][CH2:5][C:4]([OH:33])=[O:3])=[CH:8][N:9]=2)[CH2:32][CH2:31][CH2:30][CH2:29]1.